From a dataset of Cav3 T-type calcium channel HTS with 100,875 compounds. Binary Classification. Given a drug SMILES string, predict its activity (active/inactive) in a high-throughput screening assay against a specified biological target. (1) The drug is O1CCN(C(c2n(nnn2)C2CCCC2)c2c(=O)c3c(oc2)ccc(c3)C)CC1. The result is 0 (inactive). (2) The compound is Clc1c(cc(OCCCC(=O)N2CCCCC2)cc1C)C. The result is 0 (inactive). (3) The compound is o1nc2nc(N(CC)CC)c(N(CC)CC)nc2n1. The result is 0 (inactive). (4) The result is 0 (inactive). The compound is S(c1c(NC(=O)c2cccnc2)cccc1)C.